Dataset: Reaction yield outcomes from USPTO patents with 853,638 reactions. Task: Predict the reaction yield, written as a fraction of the theoretical maximum amount of product (1.0 means a 100% yield; for example, 0.34 means a 34% yield). The reactants are Cl[C:2](Cl)([O:4]C(=O)OC(Cl)(Cl)Cl)Cl.[F:13][C:14]([F:22])([F:21])[CH:15]([OH:20])[C:16]([F:19])([F:18])[F:17].C(N(C(C)C)C(C)C)C.[CH3:32][C@@H:33]1[NH:38][CH2:37][CH2:36][N:35]([CH2:39][C:40]2[CH:45]=[CH:44][C:43]([N:46]3[CH2:51][CH2:50][O:49][CH2:48][CH2:47]3)=[CH:42][C:41]=2[C:52]([F:55])([F:54])[F:53])[CH2:34]1. The catalyst is CN(C)C1C=CN=CC=1.O.ClCCl. The product is [CH3:32][C@H:33]1[CH2:34][N:35]([CH2:39][C:40]2[CH:45]=[CH:44][C:43]([N:46]3[CH2:51][CH2:50][O:49][CH2:48][CH2:47]3)=[CH:42][C:41]=2[C:52]([F:55])([F:53])[F:54])[CH2:36][CH2:37][N:38]1[C:2]([O:20][CH:15]([C:16]([F:19])([F:18])[F:17])[C:14]([F:22])([F:21])[F:13])=[O:4]. The yield is 0.730.